From a dataset of Catalyst prediction with 721,799 reactions and 888 catalyst types from USPTO. Predict which catalyst facilitates the given reaction. (1) Reactant: C([Li])(CC)C.CN(C)CCN(C)CCN(C)C.[C:18]([Si:22]([O:25][CH2:26][CH2:27][C:28]1[CH:33]=[CH:32][C:31]([F:34])=[CH:30][CH:29]=1)([CH3:24])[CH3:23])([CH3:21])([CH3:20])[CH3:19].CN([CH:38]=[O:39])C. Product: [Si:22]([O:25][CH2:26][CH2:27][C:28]1[CH:33]=[CH:32][C:31]([F:34])=[C:30]([CH:29]=1)[CH:38]=[O:39])([C:18]([CH3:21])([CH3:19])[CH3:20])([CH3:23])[CH3:24]. The catalyst class is: 7. (2) Product: [Br:6][C:7]1[CH:12]=[C:11]2[C:10](=[C:9]([CH2:19][CH3:20])[CH:8]=1)[NH:13][C:14](=[O:18])[C:15]2=[O:2]. The catalyst class is: 6. Reactant: S(=O)(=O)(O)[OH:2].[Br:6][C:7]1[CH:12]=[CH:11][C:10]([NH:13][C:14](=[O:18])[CH:15]=NO)=[C:9]([CH2:19][CH3:20])[CH:8]=1. (3) Reactant: [CH3:1][O:2][C:3](/[CH:5]=[CH:6]/[C:7]([OH:9])=[O:8])=[O:4].Cl.CN(C)CCCN=C=NCC.[CH2:22]([N:24]([CH2:30][CH3:31])[C:25](=[O:29])[C@@H:26](O)[CH3:27])[CH3:23]. Product: [C:7]([O:9][C@H:26]([C:25](=[O:29])[N:24]([CH2:30][CH3:31])[CH2:22][CH3:23])[CH3:27])(=[O:8])/[CH:6]=[CH:5]/[C:3]([O:2][CH3:1])=[O:4]. The catalyst class is: 154. (4) Reactant: [CH3:1][N:2]1[C:7](=O)[C:6]2=[C:9]([NH:25][C:26]3[CH:31]=[CH:30][CH:29]=[CH:28][CH:27]=3)[N:10]([CH2:12][C:13]3[CH:18]=[CH:17][C:16]([C:19]4[CH:24]=[CH:23][CH:22]=[CH:21][N:20]=4)=[CH:15][CH:14]=3)[N:11]=[C:5]2[N:4]2[C@H:32]3[CH2:37][CH2:36][CH2:35][C@H:33]3[N:34]=[C:3]12.CC(C[AlH]CC(C)C)C. Product: [CH3:1][N:2]1[CH2:7][C:6]2=[C:9]([NH:25][C:26]3[CH:27]=[CH:28][CH:29]=[CH:30][CH:31]=3)[N:10]([CH2:12][C:13]3[CH:14]=[CH:15][C:16]([C:19]4[CH:24]=[CH:23][CH:22]=[CH:21][N:20]=4)=[CH:17][CH:18]=3)[N:11]=[C:5]2[N:4]2[C@H:32]3[CH2:37][CH2:36][CH2:35][C@H:33]3[N:34]=[C:3]12. The catalyst class is: 182.